Dataset: Catalyst prediction with 721,799 reactions and 888 catalyst types from USPTO. Task: Predict which catalyst facilitates the given reaction. (1) Reactant: Cl[C:2]1[N:3]=[CH:4][C:5](/[CH:8]=[CH:9]/[C:10]([O:12][CH3:13])=[O:11])=[N:6][CH:7]=1.[NH2:14][C@H:15]([CH3:25])[CH2:16][NH:17][C:18](=[O:24])[O:19][C:20]([CH3:23])([CH3:22])[CH3:21].CCN(CC)CC.CCOC(C)=O. Product: [C:20]([O:19][C:18]([NH:17][CH2:16][C@H:15]([NH:14][C:2]1[N:3]=[CH:4][C:5](/[CH:8]=[CH:9]/[C:10]([O:12][CH3:13])=[O:11])=[N:6][CH:7]=1)[CH3:25])=[O:24])([CH3:23])([CH3:22])[CH3:21]. The catalyst class is: 287. (2) Reactant: [Br:1][C:2]1[CH:3]=[C:4]([Cl:26])[C:5]([CH:8]2[CH2:12][CH:11]([S:13]([C:16]3[CH:21]=[CH:20][CH:19]=[C:18]([C:22]([F:25])([F:24])[F:23])[CH:17]=3)(=[O:15])=[O:14])[CH2:10][O:9]2)=[N:6][CH:7]=1.[CH3:27]C([O-])(C)C.[K+].C1OCCOCCOCCOCCOCCOC1. Product: [Br:1][C:2]1[CH:3]=[C:4]([Cl:26])[C:5]([CH:8]2[CH2:12][C:11]([CH3:27])([S:13]([C:16]3[CH:21]=[CH:20][CH:19]=[C:18]([C:22]([F:23])([F:24])[F:25])[CH:17]=3)(=[O:15])=[O:14])[CH2:10][O:9]2)=[N:6][CH:7]=1. The catalyst class is: 20. (3) Reactant: [N:1]#[C:2][NH2:3].[CH3:4][O-].[Na+].[Cl:7][C:8]1[CH:13]=[C:12]([N:14]=[C:15]=[S:16])[CH:11]=[CH:10][C:9]=1[C:17]1[CH:22]=[CH:21][CH:20]=[CH:19][CH:18]=1.IC. Product: [Cl:7][C:8]1[CH:13]=[C:12]([NH:14]/[C:15](/[S:16][CH3:4])=[N:1]/[C:2]#[N:3])[CH:11]=[CH:10][C:9]=1[C:17]1[CH:18]=[CH:19][CH:20]=[CH:21][CH:22]=1. The catalyst class is: 5. (4) Reactant: [H-].[K+].[Cl-].C(C[P+](C)(C)C)#[N:5].[S:11]1[C:15]([CH2:16][OH:17])=[CH:14][N:13]=[CH:12]1.[C:18]([C:20]1[CH:21]=[C:22]2[C:30](=[CH:31][CH:32]=1)[NH:29][C:28]1[CH2:27][CH2:26][CH:25]([NH:33][C:34](=[O:38])[CH:35]([CH3:37])[CH3:36])[CH2:24][C:23]2=1)#[N:19]. Product: [NH3:5].[CH3:16][OH:17].[C:18]([C:20]1[CH:21]=[C:22]2[C:30](=[CH:31][CH:32]=1)[N:29]([CH2:16][C:15]1[S:11][CH:12]=[N:13][CH:14]=1)[C:28]1[CH2:27][CH2:26][CH:25]([NH:33][C:34](=[O:38])[CH:35]([CH3:36])[CH3:37])[CH2:24][C:23]2=1)#[N:19]. The catalyst class is: 20. (5) Reactant: [Br:1][C:2]1[CH:26]=[N:25][C:5]2=[N:6][C:7]([N:12]3[CH2:15][CH:14]([N:16]([CH3:24])[C:17](=[O:23])[O:18][C:19]([CH3:22])([CH3:21])[CH3:20])[CH2:13]3)=[C:8]([NH:10][NH2:11])[N:9]=[C:4]2[CH:3]=1.[CH:27](OC)(OC)OC. Product: [Br:1][C:2]1[CH:26]=[N:25][C:5]2[N:6]=[C:7]([N:12]3[CH2:15][CH:14]([N:16]([CH3:24])[C:17](=[O:23])[O:18][C:19]([CH3:20])([CH3:21])[CH3:22])[CH2:13]3)[C:8]3[N:9]([CH:27]=[N:11][N:10]=3)[C:4]=2[CH:3]=1. The catalyst class is: 28. (6) Reactant: CC(C[AlH]CC(C)C)C.[Br:10][C:11]1[CH:12]=[C:13]2[C:17](=[CH:18][CH:19]=1)[N:16]([CH2:20][C:21](OC)=[O:22])[CH:15]=[CH:14]2.[C@H](O)(C([O-])=O)[C@@H](O)C([O-])=O.[Na+].[K+].CCOCC. Product: [Br:10][C:11]1[CH:12]=[C:13]2[C:17](=[CH:18][CH:19]=1)[N:16]([CH2:20][CH2:21][OH:22])[CH:15]=[CH:14]2. The catalyst class is: 1.